Predict the reactants needed to synthesize the given product. From a dataset of Full USPTO retrosynthesis dataset with 1.9M reactions from patents (1976-2016). (1) Given the product [CH3:1][N:2]1[C:6]2=[C:7]([S:13][CH3:14])[S:8][C:9]([C:10]([NH:30][CH2:29][CH2:28][N:21]3[C:22]4[CH2:23][CH2:24][CH2:25][CH2:26][C:27]=4[C:19]([C:18]([F:32])([F:31])[F:17])=[N:20]3)=[O:12])=[C:5]2[N:4]=[C:3]1[CH3:15], predict the reactants needed to synthesize it. The reactants are: [CH3:1][N:2]1[C:6]2=[C:7]([S:13][CH3:14])[S:8][C:9]([C:10]([OH:12])=O)=[C:5]2[N:4]=[C:3]1[CH3:15].Cl.[F:17][C:18]([F:32])([F:31])[C:19]1[C:27]2[CH2:26][CH2:25][CH2:24][CH2:23][C:22]=2[N:21]([CH2:28][CH2:29][NH2:30])[N:20]=1.C1C=CC2N(O)N=NC=2C=1.C(N(CC)CC)C.CCN=C=NCCCN(C)C. (2) Given the product [F:6][C:7]1[CH:12]=[CH:11][C:10]([NH:13][C:14]([C:16]2[O:20][C:19]([CH3:21])=[N:18][C:17]=2[CH3:22])=[O:15])=[CH:9][C:8]=1[C:23]1[N:24]=[C:25]2[N:30]=[CH:29][C:28]([C:31]#[C:32][CH2:33][CH2:34][N:37]3[CH2:42][CH2:41][O:40][CH2:39][CH2:38]3)=[CH:27][N:26]2[CH:36]=1, predict the reactants needed to synthesize it. The reactants are: CS(Cl)(=O)=O.[F:6][C:7]1[CH:12]=[CH:11][C:10]([NH:13][C:14]([C:16]2[O:20][C:19]([CH3:21])=[N:18][C:17]=2[CH3:22])=[O:15])=[CH:9][C:8]=1[C:23]1[N:24]=[C:25]2[N:30]=[CH:29][C:28]([C:31]#[C:32][CH2:33][CH2:34]O)=[CH:27][N:26]2[CH:36]=1.[NH:37]1[CH2:42][CH2:41][O:40][CH2:39][CH2:38]1. (3) Given the product [NH2:39][O:10][C:11]([NH:12][CH:13]([CH3:32])[C:14]#[C:15][C:16]1[S:20][C:19]([O:21][C:22]2[CH:23]=[CH:24][C:25]([O:28][CH:29]([CH3:30])[CH3:31])=[CH:26][CH:27]=2)=[N:18][CH:17]=1)=[O:33], predict the reactants needed to synthesize it. The reactants are: [N+](C1C=CC([O:10][C:11](=[O:33])[NH:12][CH:13]([CH3:32])[C:14]#[C:15][C:16]2[S:20][C:19]([O:21][C:22]3[CH:27]=[CH:26][C:25]([O:28][CH:29]([CH3:31])[CH3:30])=[CH:24][CH:23]=3)=[N:18][CH:17]=2)=CC=1)([O-])=O.Cl.NO.C([N:39](CC)CC)C. (4) The reactants are: [OH:1][C:2]([CH3:26])([CH3:25])[C:3]([O:5][CH:6]([C:17]1[CH:22]=[CH:21][C:20]([O:23][CH3:24])=[CH:19][CH:18]=1)[C:7]([C:9]1[CH:10]=[N:11][C:12]([O:15][CH3:16])=[CH:13][CH:14]=1)=O)=O.C([O-])(=O)C.[NH4+:31]. Given the product [CH3:24][O:23][C:20]1[CH:21]=[CH:22][C:17]([C:6]2[O:5][C:3]([C:2]([OH:1])([CH3:26])[CH3:25])=[N:31][C:7]=2[C:9]2[CH:10]=[N:11][C:12]([O:15][CH3:16])=[CH:13][CH:14]=2)=[CH:18][CH:19]=1, predict the reactants needed to synthesize it. (5) Given the product [F:34][C:15]1[C:14]([NH:13][C:5]([NH:44][C:45]2[CH:50]=[CH:49][N:48]=[C:47]([CH3:51])[CH:46]=2)=[O:11])=[CH:33][CH:32]=[CH:31][C:16]=1[CH2:17][N:18]1[CH2:19][CH2:20][N:21]([C:24]([O:26][C:27]([CH3:30])([CH3:29])[CH3:28])=[O:25])[CH2:22][CH2:23]1, predict the reactants needed to synthesize it. The reactants are: ClC(Cl)(O[C:5](=[O:11])OC(Cl)(Cl)Cl)Cl.[NH2:13][C:14]1[C:15]([F:34])=[C:16]([CH:31]=[CH:32][CH:33]=1)[CH2:17][N:18]1[CH2:23][CH2:22][N:21]([C:24]([O:26][C:27]([CH3:30])([CH3:29])[CH3:28])=[O:25])[CH2:20][CH2:19]1.CCN(C(C)C)C(C)C.[NH2:44][C:45]1[CH:50]=[CH:49][N:48]=[C:47]([CH3:51])[CH:46]=1. (6) Given the product [CH3:17][C@H:18]1[CH2:23][CH2:22][CH2:21][C@@H:20]([CH3:24])[N:19]1[CH2:25][CH2:26][NH:27][C:14]([C@@H:9]1[CH2:10][CH2:11][CH2:12][CH2:13][N:8]1[C:6]([O:5][C:1]([CH3:2])([CH3:3])[CH3:4])=[O:7])=[O:16], predict the reactants needed to synthesize it. The reactants are: [C:1]([O:5][C:6]([N:8]1[CH2:13][CH2:12][CH2:11][CH2:10][C@H:9]1[C:14]([OH:16])=O)=[O:7])([CH3:4])([CH3:3])[CH3:2].[CH3:17][C@H:18]1[CH2:23][CH2:22][CH2:21][C@@H:20]([CH3:24])[N:19]1[CH2:25][CH2:26][NH2:27]. (7) The reactants are: CS(N)(=O)=O.[OH2:6].[C:7]1([C:13]2[CH2:14][CH2:15][N:16]([C:19]([O:21][C:22]([CH3:25])([CH3:24])[CH3:23])=[O:20])[CH2:17][CH:18]=2)[CH:12]=[CH:11][CH:10]=[CH:9][CH:8]=1.S([O-])([O-])=[O:27].[Na+].[Na+]. Given the product [OH:6][C@H:18]1[C@:13]([OH:27])([C:7]2[CH:8]=[CH:9][CH:10]=[CH:11][CH:12]=2)[CH2:14][CH2:15][N:16]([C:19]([O:21][C:22]([CH3:25])([CH3:24])[CH3:23])=[O:20])[CH2:17]1, predict the reactants needed to synthesize it. (8) Given the product [CH3:1][C:2]1[CH:7]=[CH:6][C:5]([O:8][Si:9]([CH:13]([CH3:15])[CH3:14])([CH:16]([CH3:18])[CH3:17])[CH:10]([CH3:12])[CH3:11])=[CH:4][C:3]=1[NH:19][C:20](=[O:24])[CH:21]([CH3:23])[CH3:22], predict the reactants needed to synthesize it. The reactants are: [CH3:1][C:2]1[CH:7]=[CH:6][C:5]([O:8][Si:9]([CH:16]([CH3:18])[CH3:17])([CH:13]([CH3:15])[CH3:14])[CH:10]([CH3:12])[CH3:11])=[CH:4][C:3]=1[NH2:19].[C:20](Cl)(=[O:24])[CH:21]([CH3:23])[CH3:22]. (9) Given the product [OH:1][C:2]1[CH:3]=[C:4]([CH:9]=[C:10]([O:12][CH3:16])[CH:11]=1)[C:5]([O:7][CH3:8])=[O:6], predict the reactants needed to synthesize it. The reactants are: [OH:1][C:2]1[CH:3]=[C:4]([CH:9]=[C:10]([OH:12])[CH:11]=1)[C:5]([O:7][CH3:8])=[O:6].[H-].[Na+].I[CH3:16].Cl.